From a dataset of Cav3 T-type calcium channel HTS with 100,875 compounds. Binary Classification. Given a drug SMILES string, predict its activity (active/inactive) in a high-throughput screening assay against a specified biological target. The compound is S(=O)(=O)(Nc1ccc(cc1)C(=O)Nc1cc(c(cc1)C)C)c1c(onc1C)C. The result is 0 (inactive).